Predict the product of the given reaction. From a dataset of Forward reaction prediction with 1.9M reactions from USPTO patents (1976-2016). (1) Given the reactants [C:1]1([CH2:9][C:10]([OH:12])=[O:11])([CH2:5][C:6]([OH:8])=O)[CH2:4][CH2:3][CH2:2]1.C(OC(=O)C)(=O)C, predict the reaction product. The product is: [CH2:2]1[C:1]2([CH2:5][C:6](=[O:8])[O:12][C:10](=[O:11])[CH2:9]2)[CH2:4][CH2:3]1. (2) Given the reactants [NH2:1][C:2]1([CH2:10][OH:11])[CH:7]2[CH2:8][CH2:9][N:4]([CH2:5][CH2:6]2)[CH2:3]1.[CH3:12][O:13][C:14]1[CH:30]=[CH:29][C:17]2[N:18]=[C:19]([NH:21][C:22](N3C=CN=C3)=S)[S:20][C:16]=2[CH:15]=1.CC(C)N=C=NC(C)C, predict the reaction product. The product is: [CH3:12][O:13][C:14]1[CH:30]=[CH:29][C:17]2[N:18]=[C:19]([NH:21][C:22]3[O:11][CH2:10][C:2]4([N:1]=3)[CH:7]3[CH2:8][CH2:9][N:4]([CH2:5][CH2:6]3)[CH2:3]4)[S:20][C:16]=2[CH:15]=1. (3) Given the reactants Br[C:2]1[CH:8]=[C:7]([CH:9]([CH3:11])[CH3:10])[CH:6]=[CH:5][C:3]=1[NH2:4].[Cu][C:13]#[N:14], predict the reaction product. The product is: [NH2:4][C:3]1[CH:5]=[CH:6][C:7]([CH:9]([CH3:11])[CH3:10])=[CH:8][C:2]=1[C:13]#[N:14]. (4) Given the reactants C(OC([NH:8][C@@H:9]([C:13]([CH3:16])([CH3:15])[CH3:14])[C:10]([OH:12])=[O:11])=O)(C)(C)C.O=S(Cl)[Cl:19].[CH3:21]O, predict the reaction product. The product is: [ClH:19].[NH2:8][C@@H:9]([C:13]([CH3:16])([CH3:15])[CH3:14])[C:10]([O:12][CH3:21])=[O:11]. (5) Given the reactants [NH2:1][C:2]1[CH:3]=[C:4]([C:8]([C:10]2[C:18]3[CH:17]=[N:16][CH:15]=[N:14][C:13]=3[N:12]([CH:19]([CH3:21])[CH3:20])[CH:11]=2)=[O:9])[CH:5]=[N:6][CH:7]=1.[C:22]([C:30]1[CH:31]=[C:32]([CH2:36][C:37](O)=[O:38])[CH:33]=[CH:34][CH:35]=1)(=[O:29])[C:23]1[CH:28]=[CH:27][CH:26]=[CH:25][CH:24]=1, predict the reaction product. The product is: [C:22]([C:30]1[CH:31]=[C:32]([CH2:36][C:37]([NH:1][C:2]2[CH:7]=[N:6][CH:5]=[C:4]([C:8]([C:10]3[C:18]4[CH:17]=[N:16][CH:15]=[N:14][C:13]=4[N:12]([CH:19]([CH3:21])[CH3:20])[CH:11]=3)=[O:9])[CH:3]=2)=[O:38])[CH:33]=[CH:34][CH:35]=1)(=[O:29])[C:23]1[CH:24]=[CH:25][CH:26]=[CH:27][CH:28]=1. (6) Given the reactants Cl[C:2]1[CH:7]=[CH:6][C:5]([N+:8]([O-:10])=[O:9])=[CH:4][N:3]=1.[CH:11]1([C:17]2[CH:22]=[CH:21][C:20]([OH:23])=[CH:19][CH:18]=2)[CH2:16][CH2:15][CH2:14][CH2:13][CH2:12]1.C([O-])([O-])=O.[K+].[K+], predict the reaction product. The product is: [CH:11]1([C:17]2[CH:18]=[CH:19][C:20]([O:23][C:2]3[CH:7]=[CH:6][C:5]([N+:8]([O-:10])=[O:9])=[CH:4][N:3]=3)=[CH:21][CH:22]=2)[CH2:12][CH2:13][CH2:14][CH2:15][CH2:16]1.